From a dataset of Catalyst prediction with 721,799 reactions and 888 catalyst types from USPTO. Predict which catalyst facilitates the given reaction. Reactant: C([O:3][C:4](=[O:34])[C:5]([O:8][C:9]1[CH:14]=[CH:13][C:12]([O:15][CH2:16][CH2:17][CH:18]2[CH2:22][N:21]([CH2:23][C:24]3[CH:29]=[CH:28][C:27]([O:30][CH3:31])=[CH:26][CH:25]=3)[C:20](=[O:32])[N:19]2[CH3:33])=[CH:11][CH:10]=1)([CH3:7])[CH3:6])C.[OH-].[Na+]. Product: [CH3:31][O:30][C:27]1[CH:26]=[CH:25][C:24]([CH2:23][N:21]2[CH2:22][CH:18]([CH2:17][CH2:16][O:15][C:12]3[CH:11]=[CH:10][C:9]([O:8][C:5]([CH3:7])([CH3:6])[C:4]([OH:34])=[O:3])=[CH:14][CH:13]=3)[N:19]([CH3:33])[C:20]2=[O:32])=[CH:29][CH:28]=1. The catalyst class is: 8.